Dataset: Reaction yield outcomes from USPTO patents with 853,638 reactions. Task: Predict the reaction yield, written as a fraction of the theoretical maximum amount of product (1.0 means a 100% yield; for example, 0.34 means a 34% yield). The reactants are [N+:1]([C:4]1[CH:30]=[CH:29][C:7]([CH2:8][CH2:9][NH:10][C:11](=[O:28])[CH2:12][S:13][C:14]2[CH:19]=[CH:18][C:17]([NH:20][C:21](=[O:27])[O:22][C:23]([CH3:26])([CH3:25])[CH3:24])=[CH:16][CH:15]=2)=[CH:6][CH:5]=1)([O-])=O.O.O.[Sn](Cl)Cl. The catalyst is C(O)C. The product is [NH2:1][C:4]1[CH:30]=[CH:29][C:7]([CH2:8][CH2:9][NH:10][C:11](=[O:28])[CH2:12][S:13][C:14]2[CH:19]=[CH:18][C:17]([NH:20][C:21](=[O:27])[O:22][C:23]([CH3:25])([CH3:26])[CH3:24])=[CH:16][CH:15]=2)=[CH:6][CH:5]=1. The yield is 0.610.